From a dataset of Catalyst prediction with 721,799 reactions and 888 catalyst types from USPTO. Predict which catalyst facilitates the given reaction. (1) Reactant: [C:1]1([CH:7]([N:9]2[CH2:13][CH2:12][CH:11]([CH2:14][NH2:15])[CH2:10]2)[CH3:8])[CH:6]=[CH:5][CH:4]=[CH:3][CH:2]=1.[CH3:16][C:17]([O:20][C:21](O[C:21]([O:20][C:17]([CH3:19])([CH3:18])[CH3:16])=[O:22])=[O:22])([CH3:19])[CH3:18]. Product: [C:17]([O:20][C:21](=[O:22])[NH:15][CH2:14][CH:11]1[CH2:12][CH2:13][N:9]([CH:7]([C:1]2[CH:2]=[CH:3][CH:4]=[CH:5][CH:6]=2)[CH3:8])[CH2:10]1)([CH3:19])([CH3:18])[CH3:16]. The catalyst class is: 1. (2) Reactant: [CH2:1]1[CH:9]2[N:4]([CH2:5][CH:6]=[C:7]([C:10]3[C:18]4[C:13](=[CH:14][CH:15]=[N:16][CH:17]=4)[NH:12][CH:11]=3)[CH2:8]2)[CH2:3][CH2:2]1.[CH3:19][C:20]1[CH:25]=[CH:24][C:23]([S:26](Cl)(=[O:28])=[O:27])=[CH:22][CH:21]=1.C[Si]([N-][Si](C)(C)C)(C)C.[Na+]. Product: [CH2:1]1[CH:9]2[N:4]([CH2:5][CH:6]=[C:7]([C:10]3[C:18]4[C:13](=[CH:14][CH:15]=[N:16][CH:17]=4)[N:12]([S:26]([C:23]4[CH:24]=[CH:25][C:20]([CH3:19])=[CH:21][CH:22]=4)(=[O:28])=[O:27])[CH:11]=3)[CH2:8]2)[CH2:3][CH2:2]1. The catalyst class is: 1. (3) Reactant: [C:1]1([C:19]2[CH:24]=[CH:23][CH:22]=[CH:21][CH:20]=2)[CH:6]=[CH:5][C:4]([C:7]2[CH:8]=[N:9][N:10]([C:12]3[CH:13]=[C:14]([OH:18])[CH:15]=[CH:16][CH:17]=3)[CH:11]=2)=[CH:3][CH:2]=1.Br[C:26]1[CH:31]=[CH:30][CH:29]=[CH:28][N:27]=1.N1C=CC=CC=1C(O)=O.[O-]P([O-])([O-])=O.[K+].[K+].[K+]. Product: [C:1]1([C:19]2[CH:20]=[CH:21][CH:22]=[CH:23][CH:24]=2)[CH:6]=[CH:5][C:4]([C:7]2[CH:8]=[N:9][N:10]([C:12]3[CH:13]=[C:14]([CH:15]=[CH:16][CH:17]=3)[O:18][C:26]3[CH:31]=[CH:30][CH:29]=[CH:28][N:27]=3)[CH:11]=2)=[CH:3][CH:2]=1. The catalyst class is: 205. (4) Reactant: [F:1][C:2]1[CH:7]=[CH:6][CH:5]=[CH:4][C:3]=1[C:8]1[NH:9][CH:10]=[C:11]([CH:13]=[O:14])[N:12]=1.[H-].[Na+].[C:17]1([S:23](Cl)(=[O:25])=[O:24])[CH:22]=[CH:21][CH:20]=[CH:19][CH:18]=1. Product: [F:1][C:2]1[CH:7]=[CH:6][CH:5]=[CH:4][C:3]=1[C:8]1[N:9]([S:23]([C:17]2[CH:22]=[CH:21][CH:20]=[CH:19][CH:18]=2)(=[O:25])=[O:24])[CH:10]=[C:11]([CH:13]=[O:14])[N:12]=1. The catalyst class is: 685. (5) Reactant: [CH3:1][C:2]1([CH3:33])[CH2:10][C:9]2[N:8]([C:11]3[CH:19]=[C:18]([NH:20][C@H:21]4[CH2:25][CH2:24][CH2:23][C@@H:22]4[OH:26])[C:14]([C:15]([NH2:17])=[O:16])=[C:13]([F:27])[CH:12]=3)[N:7]=[C:6]([C:28]([F:31])([F:30])[F:29])[C:5]=2[C:4](=[O:32])[CH2:3]1.[C:34]([NH:41][CH2:42][C:43](O)=[O:44])([O:36][C:37]([CH3:40])([CH3:39])[CH3:38])=[O:35].C(Cl)CCl. Product: [C:37]([O:36][C:34]([NH:41][CH2:42][C:43]([O:26][C@H:22]1[CH2:23][CH2:24][CH2:25][C@@H:21]1[NH:20][C:18]1[CH:19]=[C:11]([N:8]2[C:9]3[CH2:10][C:2]([CH3:33])([CH3:1])[CH2:3][C:4](=[O:32])[C:5]=3[C:6]([C:28]([F:30])([F:31])[F:29])=[N:7]2)[CH:12]=[C:13]([F:27])[C:14]=1[C:15](=[O:16])[NH2:17])=[O:44])=[O:35])([CH3:40])([CH3:39])[CH3:38]. The catalyst class is: 166. (6) Reactant: [F:1][C:2]1[CH:7]=[CH:6][C:5]([OH:8])=[CH:4][CH:3]=1.[H-].[Na+:10]. Product: [F:1][C:2]1[CH:7]=[CH:6][C:5]([O-:8])=[CH:4][CH:3]=1.[Na+:10]. The catalyst class is: 1. (7) Reactant: [CH3:1][C:2]([CH3:26])([CH3:25])[CH2:3][CH2:4][CH2:5][CH2:6][C:7]1([CH3:24])[C:16]2[C:11](=[CH:12][CH:13]=[CH:14][CH:15]=2)[C:10]([OH:17])=[C:9](C(OCC)=O)[C:8]1=[O:23].Cl. Product: [CH3:1][C:2]([CH3:26])([CH3:25])[CH2:3][CH2:4][CH2:5][CH2:6][C:7]1([CH3:24])[C:16]2[C:11](=[CH:12][CH:13]=[CH:14][CH:15]=2)[C:10]([OH:17])=[CH:9][C:8]1=[O:23]. The catalyst class is: 12. (8) Reactant: [NH:1]([C:3]1[CH:8]=[N:7][CH:6]=[CH:5][N:4]=1)[NH2:2].[OH:9][N:10]=[C:11]([C:20](=O)[CH3:21])[C:12]([C:14]1[CH:19]=[CH:18][CH:17]=[CH:16][CH:15]=1)=O.CCO. Product: [CH3:21][C:20]1[N:1]([C:3]2[CH:8]=[N:7][CH:6]=[CH:5][N:4]=2)[N:2]=[C:12]([C:14]2[CH:19]=[CH:18][CH:17]=[CH:16][CH:15]=2)[C:11]=1[N:10]=[O:9]. The catalyst class is: 313. (9) The catalyst class is: 17. Product: [O:36]1[CH:23]=[C:18]([NH:17][C:15]([C:13]2[N:14]=[C:9]3[CH:8]=[CH:7][C:6]([C:4]4[CH:5]=[CH:28][CH:27]=[CH:2][N:3]=4)=[CH:11][N:10]3[CH:12]=2)=[O:16])[CH:38]=[N:37]1. Reactant: N1[CH:5]=[C:4]([C:6]2[CH:7]=[CH:8][C:9]3[N:10]([CH:12]=[C:13]([C:15]([NH:17][C:18]4[CH:23]=CC=CN=4)=[O:16])[N:14]=3)[CH:11]=2)[N:3]=[CH:2]1.Cl.CN(C)[CH2:27][CH2:28]CN=C=NCC.[O:36]1C=C(N)[CH:38]=[N:37]1.